This data is from Full USPTO retrosynthesis dataset with 1.9M reactions from patents (1976-2016). The task is: Predict the reactants needed to synthesize the given product. (1) Given the product [CH3:16][C:8]1([CH2:6][OH:5])[CH2:15][CH2:14][CH2:13][CH:12]=[CH:11][CH2:10][CH2:9]1, predict the reactants needed to synthesize it. The reactants are: C([O:5][C:6]([C:8]1([CH3:16])[CH2:15][CH2:14][CH2:13][CH:12]=[CH:11][CH2:10][CH2:9]1)=O)(C)(C)C.[H-].[Al+3].[Li+].[H-].[H-].[H-].C(OCC)(=O)C.Cl. (2) The reactants are: [CH2:1]([O:4][CH2:5][CH2:6][CH2:7][CH2:8][CH2:9][CH2:10][CH2:11][CH3:12])[CH:2]=[CH2:3].[PH2:13]([OH:15])=[O:14].C1C(C(OOC(C)(C)C)=O)=CC=CC=1.CCCCCCC. Given the product [CH2:5]([O:4][CH2:1][CH2:2][CH2:3][PH:13](=[O:14])[OH:15])[CH2:6][CH2:7][CH2:8][CH2:9][CH2:10][CH2:11][CH3:12], predict the reactants needed to synthesize it. (3) Given the product [CH3:1][O:2][CH2:3][CH:4]1[CH2:9][NH:8][CH2:7][CH2:6][NH:5]1, predict the reactants needed to synthesize it. The reactants are: [CH3:1][O:2][CH2:3][CH:4]1[CH2:9][N:8](C(OC(C)(C)C)=O)[CH2:7][CH2:6][N:5]1C(OC(C)(C)C)=O.Cl. (4) The reactants are: [Cl:1][C:2]1[CH:7]=[CH:6][C:5]([CH2:8][C:9]([OH:11])=O)=[CH:4][CH:3]=1.F[P-](F)(F)(F)(F)F.CN(C(N(C)C)=[N+]1C2C(=NC=CC=2)[N+]([O-])=N1)C.[CH3:36][O:37][C:38]1[CH:43]=[CH:42][C:41]([C@H:44]2[CH2:49][CH2:48][C@H:47]([NH2:50])[CH2:46][CH2:45]2)=[CH:40][CH:39]=1.C(N(CC)C(C)C)(C)C. Given the product [Cl:1][C:2]1[CH:3]=[CH:4][C:5]([CH2:8][C:9]([NH:50][C@H:47]2[CH2:46][CH2:45][C@H:44]([C:41]3[CH:40]=[CH:39][C:38]([O:37][CH3:36])=[CH:43][CH:42]=3)[CH2:49][CH2:48]2)=[O:11])=[CH:6][CH:7]=1, predict the reactants needed to synthesize it. (5) Given the product [CH3:2][O:3][C@:4]12[CH2:21][C@H:20]([OH:22])[CH2:19][CH2:18][C@:17]1([CH3:26])[C@@H:16]1[C@H:7]([C@H:8]3[C@@:12]([CH2:14][CH2:15]1)([CH3:13])[C@@H:11]([OH:27])[CH2:10][CH2:9]3)[CH2:6][C:5]2=[O:31], predict the reactants needed to synthesize it. The reactants are: Cl.[CH3:2][O:3][C@:4]12[CH2:21][C@H:20]([O:22]C(=O)C)[CH2:19][CH2:18][C@:17]1([CH3:26])[C@@H:16]1[C@H:7]([C@H:8]3[C@@:12]([CH2:14][CH2:15]1)([CH3:13])[C@@H:11]([O:27]C(=O)C)[CH2:10][CH2:9]3)[CH2:6][C:5]2=[O:31].C(=O)([O-])[O-].[K+].[K+]. (6) Given the product [CH2:1]([C:5]1[N:6]=[C:7]([CH3:27])[N:8]([C:33]2[CH:32]=[CH:31][CH:30]=[C:29]([CH3:28])[CH:34]=2)[C:9](=[O:26])[C:10]=1[CH2:11][C:12]1[CH:17]=[CH:16][C:15]([C:18]2[C:19]([C:24]#[N:25])=[CH:20][CH:21]=[CH:22][CH:23]=2)=[CH:14][CH:13]=1)[CH2:2][CH2:3][CH3:4], predict the reactants needed to synthesize it. The reactants are: [CH2:1]([C:5]1[N:6]=[C:7]([CH3:27])[NH:8][C:9](=[O:26])[C:10]=1[CH2:11][C:12]1[CH:17]=[CH:16][C:15]([C:18]2[C:19]([C:24]#[N:25])=[CH:20][CH:21]=[CH:22][CH:23]=2)=[CH:14][CH:13]=1)[CH2:2][CH2:3][CH3:4].[CH3:28][C:29]1[CH:30]=[C:31](B(O)O)[CH:32]=[CH:33][CH:34]=1.C(N(CC)CC)C.N1C=CC=CC=1. (7) The reactants are: C(O[C:4]([CH:6]1[C:14]2[C:9](=[CH:10][CH:11]=[C:12]([C:15](=[O:22])[C:16]3[CH:21]=[CH:20][CH:19]=[CH:18][CH:17]=3)[CH:13]=2)[N:8]([CH2:23][CH3:24])[C:7]1=[O:25])=[O:5])C.[NH2:26][C:27]1[CH:28]=[C:29]([CH:40]=[CH:41][CH:42]=1)[C:30]([NH:32][C:33]1[CH:38]=[CH:37][C:36]([Br:39])=[CH:35][CH:34]=1)=[O:31]. Given the product [Br:39][C:36]1[CH:37]=[CH:38][C:33]([NH:32][C:30]([C:29]2[CH:28]=[C:27]([NH:26][C:4]([CH:6]3[C:14]4[C:9](=[CH:10][CH:11]=[C:12]([C:15](=[O:22])[C:16]5[CH:17]=[CH:18][CH:19]=[CH:20][CH:21]=5)[CH:13]=4)[N:8]([CH2:23][CH3:24])[C:7]3=[O:25])=[O:5])[CH:42]=[CH:41][CH:40]=2)=[O:31])=[CH:34][CH:35]=1, predict the reactants needed to synthesize it.